This data is from Reaction yield outcomes from USPTO patents with 853,638 reactions. The task is: Predict the reaction yield, written as a fraction of the theoretical maximum amount of product (1.0 means a 100% yield; for example, 0.34 means a 34% yield). No catalyst specified. The yield is 0.460. The reactants are [CH:1]1([NH2:5])[CH2:4][CH2:3][CH2:2]1.[CH3:6][C:7]1[O:11][N:10]=[C:9]([C:12]2[CH:17]=[CH:16][CH:15]=[CH:14][CH:13]=2)[C:8]=1[C:18]1[N:19]=[CH:20][N:21]([C:23]2[CH:31]=[CH:30][CH:29]=[CH:28][C:24]=2[C:25](O)=[O:26])[CH:22]=1. The product is [CH:1]1([NH:5][C:25](=[O:26])[C:24]2[CH:28]=[CH:29][CH:30]=[CH:31][C:23]=2[N:21]2[CH:22]=[C:18]([C:8]3[C:9]([C:12]4[CH:17]=[CH:16][CH:15]=[CH:14][CH:13]=4)=[N:10][O:11][C:7]=3[CH3:6])[N:19]=[CH:20]2)[CH2:4][CH2:3][CH2:2]1.